Predict which catalyst facilitates the given reaction. From a dataset of Catalyst prediction with 721,799 reactions and 888 catalyst types from USPTO. (1) Reactant: C([Mg]Br)C.Br[C:6]1[CH:7]=[C:8]2[C:14]3([CH2:19][CH2:18][S:17][CH2:16][CH2:15]3)[C:13](=[O:20])[N:12]([CH2:21][C:22]([O-:24])=[O:23])[C:9]2=[CH:10][CH:11]=1.[Na+].C([Li])(C)(C)C. Product: [O:20]=[C:13]1[C:14]2([CH2:15][CH2:16][S:17][CH2:18][CH2:19]2)[C:8]2[C:9](=[CH:10][CH:11]=[CH:6][CH:7]=2)[N:12]1[CH2:21][C:22]([OH:24])=[O:23]. The catalyst class is: 1. (2) Reactant: [C:1]1([C:29]2[CH:34]=[CH:33][CH:32]=[CH:31][CH:30]=2)[CH:6]=[CH:5][C:4]([N:7]=[C:8]([C:10]2[CH:15]=[CH:14][C:13]([C:16](O)=[O:17])=[C:12](/[N:19]=[C:20](\[O-:28])/[CH2:21][N:22]3[CH2:27][CH2:26][O:25][CH2:24][CH2:23]3)[CH:11]=2)[O-:9])=[CH:3][CH:2]=1.[Li+].[Li+].[CH3:37][NH:38][CH3:39].C1COCC1.F[P-](F)(F)(F)(F)F.N1(O[P+](N2CCCC2)(N2CCCC2)N2CCCC2)C2C=CC=CC=2N=N1.C(N(C(C)C)CC)(C)C. Product: [C:1]1([C:29]2[CH:34]=[CH:33][CH:32]=[CH:31][CH:30]=2)[CH:2]=[CH:3][C:4]([NH:7][C:8](=[O:9])[C:10]2[CH:15]=[CH:14][C:13]([C:16]([N:38]([CH3:39])[CH3:37])=[O:17])=[C:12]([NH:19][C:20](=[O:28])[CH2:21][N:22]3[CH2:27][CH2:26][O:25][CH2:24][CH2:23]3)[CH:11]=2)=[CH:5][CH:6]=1. The catalyst class is: 18. (3) Reactant: C(OC([N:8]1[CH2:13][CH2:12][N:11]([C:14]2[CH:22]=[CH:21][CH:20]=[C:19]3[C:15]=2[CH:16]=[CH:17][N:18]3[S:23]([C:26]2[CH:31]=[CH:30][CH:29]=[C:28]([Cl:32])[CH:27]=2)(=[O:25])=[O:24])[CH2:10][CH2:9]1)=O)(C)(C)C.[B-](F)(F)(F)[F:34].[B-](F)(F)(F)F.C1[N+]2(CCl)CC[N+](F)(CC2)C1.C(OCC)C. Product: [ClH:32].[Cl:32][C:28]1[CH:27]=[C:26]([S:23]([N:18]2[C:19]3[C:15](=[C:14]([N:11]4[CH2:12][CH2:13][NH:8][CH2:9][CH2:10]4)[C:22]([F:34])=[CH:21][CH:20]=3)[CH:16]=[CH:17]2)(=[O:25])=[O:24])[CH:31]=[CH:30][CH:29]=1. The catalyst class is: 10.